Dataset: Peptide-MHC class I binding affinity with 185,985 pairs from IEDB/IMGT. Task: Regression. Given a peptide amino acid sequence and an MHC pseudo amino acid sequence, predict their binding affinity value. This is MHC class I binding data. The peptide sequence is QLFPELECF. The binding affinity (normalized) is 0.0847. The MHC is HLA-A02:12 with pseudo-sequence HLA-A02:12.